From a dataset of NCI-60 drug combinations with 297,098 pairs across 59 cell lines. Regression. Given two drug SMILES strings and cell line genomic features, predict the synergy score measuring deviation from expected non-interaction effect. (1) Drug 1: CNC(=O)C1=CC=CC=C1SC2=CC3=C(C=C2)C(=NN3)C=CC4=CC=CC=N4. Drug 2: C1C(C(OC1N2C=NC3=C(N=C(N=C32)Cl)N)CO)O. Cell line: RXF 393. Synergy scores: CSS=0.182, Synergy_ZIP=-1.60, Synergy_Bliss=-3.84, Synergy_Loewe=-5.57, Synergy_HSA=-3.54. (2) Drug 1: CC1C(C(CC(O1)OC2CC(CC3=C2C(=C4C(=C3O)C(=O)C5=C(C4=O)C(=CC=C5)OC)O)(C(=O)C)O)N)O.Cl. Drug 2: C1CC(=O)NC(=O)C1N2C(=O)C3=CC=CC=C3C2=O. Cell line: SNB-19. Synergy scores: CSS=25.1, Synergy_ZIP=5.32, Synergy_Bliss=6.43, Synergy_Loewe=-23.0, Synergy_HSA=5.77. (3) Drug 1: CS(=O)(=O)C1=CC(=C(C=C1)C(=O)NC2=CC(=C(C=C2)Cl)C3=CC=CC=N3)Cl. Drug 2: CC1=C(N=C(N=C1N)C(CC(=O)N)NCC(C(=O)N)N)C(=O)NC(C(C2=CN=CN2)OC3C(C(C(C(O3)CO)O)O)OC4C(C(C(C(O4)CO)O)OC(=O)N)O)C(=O)NC(C)C(C(C)C(=O)NC(C(C)O)C(=O)NCCC5=NC(=CS5)C6=NC(=CS6)C(=O)NCCC[S+](C)C)O. Cell line: HS 578T. Synergy scores: CSS=3.25, Synergy_ZIP=-4.68, Synergy_Bliss=-9.79, Synergy_Loewe=-31.2, Synergy_HSA=-15.7. (4) Drug 1: C1=CC(=CC=C1CC(C(=O)O)N)N(CCCl)CCCl.Cl. Drug 2: COC1=C2C(=CC3=C1OC=C3)C=CC(=O)O2. Cell line: SK-MEL-5. Synergy scores: CSS=7.51, Synergy_ZIP=-1.79, Synergy_Bliss=-1.89, Synergy_Loewe=-8.89, Synergy_HSA=-6.77. (5) Drug 1: C1CN1P(=S)(N2CC2)N3CC3. Drug 2: CCC1(CC2CC(C3=C(CCN(C2)C1)C4=CC=CC=C4N3)(C5=C(C=C6C(=C5)C78CCN9C7C(C=CC9)(C(C(C8N6C=O)(C(=O)OC)O)OC(=O)C)CC)OC)C(=O)OC)O.OS(=O)(=O)O. Cell line: HS 578T. Synergy scores: CSS=41.8, Synergy_ZIP=-2.48, Synergy_Bliss=-2.08, Synergy_Loewe=-31.6, Synergy_HSA=-2.23. (6) Drug 1: CN1C(=O)N2C=NC(=C2N=N1)C(=O)N. Drug 2: COC1=NC(=NC2=C1N=CN2C3C(C(C(O3)CO)O)O)N. Cell line: MALME-3M. Synergy scores: CSS=-7.72, Synergy_ZIP=5.53, Synergy_Bliss=1.46, Synergy_Loewe=-12.7, Synergy_HSA=-12.1.